This data is from Full USPTO retrosynthesis dataset with 1.9M reactions from patents (1976-2016). The task is: Predict the reactants needed to synthesize the given product. (1) Given the product [CH2:6]([NH:5][CH2:4][CH:1]1[CH2:3][CH2:2]1)[C:7]1[CH:12]=[CH:11][CH:10]=[CH:9][CH:8]=1, predict the reactants needed to synthesize it. The reactants are: [CH:1]1([CH2:4][NH2:5])[CH2:3][CH2:2]1.[CH:6](=O)[C:7]1[CH:12]=[CH:11][CH:10]=[CH:9][CH:8]=1.C([BH3-])#N.[Na+]. (2) Given the product [CH2:1]([C:8]1[O:12][N:11]=[C:10]([C:13]2[CH:14]=[CH:15][C:16]([CH2:17][NH:18][C:19](=[O:61])[C@@H:20]([NH:43][C:44](=[O:60])[O:45][CH2:46][CH:47]3[C:59]4[CH:58]=[CH:57][CH:56]=[CH:55][C:54]=4[C:53]4[C:48]3=[CH:49][CH:50]=[CH:51][CH:52]=4)[CH2:21][CH2:22][OH:23])=[CH:62][CH:63]=2)[N:9]=1)[CH2:2][CH2:3][CH2:4][CH2:5][CH2:6][CH3:7], predict the reactants needed to synthesize it. The reactants are: [CH2:1]([C:8]1[O:12][N:11]=[C:10]([C:13]2[CH:63]=[CH:62][C:16]([CH2:17][NH:18][C:19](=[O:61])[C@@H:20]([NH:43][C:44](=[O:60])[O:45][CH2:46][CH:47]3[C:59]4[CH:58]=[CH:57][CH:56]=[CH:55][C:54]=4[C:53]4[C:48]3=[CH:49][CH:50]=[CH:51][CH:52]=4)[CH2:21][CH2:22][O:23]C(C3C=CC=CC=3)(C3C=CC=CC=3)C3C=CC=CC=3)=[CH:15][CH:14]=2)[N:9]=1)[CH2:2][CH2:3][CH2:4][CH2:5][CH2:6][CH3:7].FC(F)(F)C(O)=O.N. (3) The reactants are: [CH3:1][O:2][C:3]1[C:12]([O:13][CH3:14])=[N:11][C:10]2[C:9]([C:15](Cl)=[O:16])=[C:8]([CH3:18])[C:7]([N+:19]([O-:21])=[O:20])=[CH:6][C:5]=2[N:4]=1.[NH:22]1[CH2:28][CH2:27][CH2:26][NH:25][CH2:24][CH2:23]1. Given the product [N:22]1([C:15]([C:9]2[C:8]([CH3:18])=[C:7]([N+:19]([O-:21])=[O:20])[CH:6]=[C:5]3[C:10]=2[N:11]=[C:12]([O:13][CH3:14])[C:3]([O:2][CH3:1])=[N:4]3)=[O:16])[CH2:28][CH2:27][CH2:26][NH:25][CH2:24][CH2:23]1, predict the reactants needed to synthesize it. (4) Given the product [F:7][CH:2]([F:6])[N:14]1[CH:12]=[C:11]([CH:10]([OH:13])[CH3:9])[N:16]=[N:15]1, predict the reactants needed to synthesize it. The reactants are: Cl[C:2]([F:7])([F:6])C([O-])=O.[Na+].[CH3:9][CH:10]([OH:13])[C:11]#[CH:12].[N-:14]=[N+:15]=[N-:16].[Na+].C(=O)([O-])[O-].[Cs+].[Cs+]. (5) Given the product [F:12][C:6]1[CH:7]=[CH:8][C:9]([F:11])=[CH:10][C:5]=1[C:3]1[N:13]=[C:14]2[CH:15]=[C:16]([C:17]([O:19][CH3:20])=[O:18])[CH:21]=[CH:22][N:23]2[CH:2]=1, predict the reactants needed to synthesize it. The reactants are: Br[CH2:2][C:3]([C:5]1[CH:10]=[C:9]([F:11])[CH:8]=[CH:7][C:6]=1[F:12])=O.[NH2:13][C:14]1[CH:15]=[C:16]([CH:21]=[CH:22][N:23]=1)[C:17]([O:19][CH3:20])=[O:18]. (6) Given the product [OH2:3].[OH2:3].[Cr:2]([O:6][Cr:7]([O-:10])(=[O:9])=[O:8])([O-:5])(=[O:4])=[O:3].[Na+:11].[Na+:11].[NH4+:1], predict the reactants needed to synthesize it. The reactants are: [NH3:1].[Cr:2]([O:6][Cr:7]([O-:10])(=[O:9])=[O:8])([O-:5])(=[O:4])=[O:3].[Na+:11].[Na+]. (7) Given the product [F:1][C:2]1[CH:3]=[C:4]([CH:8]=[CH:9][C:10]=1[C:11]1[S:12][C:13]2[C:18]([N:19]=1)=[CH:17][CH:16]=[C:15]([C:20]1([C:23]3[CH:24]=[CH:25][CH:26]=[CH:27][CH:28]=3)[CH2:21][CH2:22]1)[N:14]=2)[C:5]([NH:33][CH2:32][CH2:31][O:30][CH3:29])=[O:6], predict the reactants needed to synthesize it. The reactants are: [F:1][C:2]1[CH:3]=[C:4]([CH:8]=[CH:9][C:10]=1[C:11]1[S:12][C:13]2[C:18]([N:19]=1)=[CH:17][CH:16]=[C:15]([C:20]1([C:23]3[CH:28]=[CH:27][CH:26]=[CH:25][CH:24]=3)[CH2:22][CH2:21]1)[N:14]=2)[C:5](O)=[O:6].[CH3:29][O:30][CH2:31][CH2:32][NH2:33].